Dataset: Catalyst prediction with 721,799 reactions and 888 catalyst types from USPTO. Task: Predict which catalyst facilitates the given reaction. (1) Reactant: [C:1](OC(=O)C)(=[O:3])[CH3:2].[CH2:8]([C:15]1[C:16]2[CH2:39][NH:38][CH2:37][CH2:36][C:17]=2[N:18]=[C:19]([NH:21][C:22]2[CH:27]=[CH:26][C:25]([N:28]3[CH:32]=[C:31]([CH3:33])[N:30]=[CH:29]3)=[C:24]([O:34][CH3:35])[CH:23]=2)[N:20]=1)[C:9]1[CH:14]=[CH:13][CH:12]=[CH:11][CH:10]=1. Product: [CH2:8]([C:15]1[C:16]2[CH2:39][N:38]([C:1](=[O:3])[CH3:2])[CH2:37][CH2:36][C:17]=2[N:18]=[C:19]([NH:21][C:22]2[CH:27]=[CH:26][C:25]([N:28]3[CH:32]=[C:31]([CH3:33])[N:30]=[CH:29]3)=[C:24]([O:34][CH3:35])[CH:23]=2)[N:20]=1)[C:9]1[CH:10]=[CH:11][CH:12]=[CH:13][CH:14]=1. The catalyst class is: 1. (2) Reactant: C(OC(=O)[NH:7][C:8]1[CH:13]=[C:12]([Cl:14])[C:11]([C:15]([F:18])([F:17])[F:16])=[CH:10][C:9]=1[NH:19][C:20](=[O:38])[CH2:21][C:22]([C:24]1[CH:29]=[CH:28][CH:27]=[C:26]([C:30]2[CH:35]=[CH:34][N:33]=[C:32]([CH3:36])[C:31]=2[CH3:37])[CH:25]=1)=O)(C)(C)C.C(O)(C(F)(F)F)=O. Product: [Cl:14][C:12]1[C:11]([C:15]([F:17])([F:18])[F:16])=[CH:10][C:9]2[NH:19][C:20](=[O:38])[CH2:21][C:22]([C:24]3[CH:29]=[CH:28][CH:27]=[C:26]([C:30]4[CH:35]=[CH:34][N:33]=[C:32]([CH3:36])[C:31]=4[CH3:37])[CH:25]=3)=[N:7][C:8]=2[CH:13]=1. The catalyst class is: 2. (3) Product: [Cl:10][C:11]1[CH:12]=[C:13]([CH2:18][OH:19])[CH:14]=[N:15][C:16]=1[I:17]. The catalyst class is: 49. Reactant: CC(C[AlH]CC(C)C)C.[Cl:10][C:11]1[CH:12]=[C:13]([C:18](OCC)=[O:19])[CH:14]=[N:15][C:16]=1[I:17].C(=O)=O.C(C(C(C([O-])=O)O)O)([O-])=O.